The task is: Predict the product of the given reaction.. This data is from Forward reaction prediction with 1.9M reactions from USPTO patents (1976-2016). (1) Given the reactants [F:1][C:2]1[CH:7]=[C:6]([C:8]([F:11])([F:10])[F:9])[CH:5]=[CH:4][C:3]=1[CH:12]1[CH2:17][N:16]([C:18]([N:20]2[CH2:25][CH2:24][S:23][CH2:22][CH2:21]2)=[O:19])[CH2:15][CH:14]([C:26](O)=[O:27])[CH2:13]1.O[NH:30][C:31](=[NH:35])[O:32][CH2:33][CH3:34], predict the reaction product. The product is: [CH2:33]([O:32][C:31]1[N:35]=[C:26]([CH:14]2[CH2:13][CH:12]([C:3]3[CH:4]=[CH:5][C:6]([C:8]([F:11])([F:10])[F:9])=[CH:7][C:2]=3[F:1])[CH2:17][N:16]([C:18]([N:20]3[CH2:25][CH2:24][S:23][CH2:22][CH2:21]3)=[O:19])[CH2:15]2)[O:27][N:30]=1)[CH3:34]. (2) Given the reactants Cl[C:2]1[C:3]([CH:5]=[C:6]([NH:10][C:11]2[C:20]3[C:15](=[CH:16][C:17]([O:23][CH2:24][CH2:25][O:26][CH3:27])=[C:18]([O:21][CH3:22])[CH:19]=3)[N:14]=[CH:13][N:12]=2)[C:7](=[O:9])[CH:8]=1)=[O:4].[NH:28]1[CH2:33][CH2:32][CH:31]([C:34]([OH:36])=[O:35])[CH2:30][CH2:29]1, predict the reaction product. The product is: [CH3:22][O:21][C:18]1[CH:19]=[C:20]2[C:15](=[CH:16][C:17]=1[O:23][CH2:24][CH2:25][O:26][CH3:27])[N:14]=[CH:13][N:12]=[C:11]2[NH:10][C:6]1[C:7](=[O:9])[CH:8]=[C:2]([N:28]2[CH2:33][CH2:32][CH:31]([C:34]([OH:36])=[O:35])[CH2:30][CH2:29]2)[C:3](=[O:4])[CH:5]=1. (3) Given the reactants [Si]([O:8][C:9]1[CH:14]=[CH:13][C:12](/[CH:15]=[CH:16]/[C:17](=[O:27])[C:18]([CH3:26])([CH3:25])[C:19](=[O:24])[C:20]([CH3:23])([CH3:22])[CH3:21])=[CH:11][C:10]=1[O:28][CH3:29])(C(C)(C)C)(C)C.CCCC[N+](CCCC)(CCCC)CCCC.[F-], predict the reaction product. The product is: [OH:8][C:9]1[CH:14]=[CH:13][C:12](/[CH:15]=[CH:16]/[C:17](=[O:27])[C:18]([CH3:26])([CH3:25])[C:19](=[O:24])[C:20]([CH3:23])([CH3:21])[CH3:22])=[CH:11][C:10]=1[O:28][CH3:29]. (4) Given the reactants [CH3:1][O:2][C:3](=[O:26])[C:4]1[CH:9]=[CH:8][C:7](/[CH:10]=[CH:11]/[S:12]([CH3:15])(=[O:14])=[O:13])=[C:6]([O:16][CH2:17][CH2:18][C:19]2[CH:20]=[C:21]([CH3:25])[CH:22]=[CH:23][CH:24]=2)[CH:5]=1.[H][H], predict the reaction product. The product is: [CH3:1][O:2][C:3](=[O:26])[C:4]1[CH:9]=[CH:8][C:7]([CH2:10][CH2:11][S:12]([CH3:15])(=[O:14])=[O:13])=[C:6]([O:16][CH2:17][CH2:18][C:19]2[CH:20]=[C:21]([CH3:25])[CH:22]=[CH:23][CH:24]=2)[CH:5]=1.